This data is from NCI-60 drug combinations with 297,098 pairs across 59 cell lines. The task is: Regression. Given two drug SMILES strings and cell line genomic features, predict the synergy score measuring deviation from expected non-interaction effect. (1) Drug 1: CC1=C(C=C(C=C1)NC2=NC=CC(=N2)N(C)C3=CC4=NN(C(=C4C=C3)C)C)S(=O)(=O)N.Cl. Drug 2: CN(CCCl)CCCl.Cl. Cell line: KM12. Synergy scores: CSS=12.5, Synergy_ZIP=-5.44, Synergy_Bliss=-3.71, Synergy_Loewe=-9.72, Synergy_HSA=-2.02. (2) Drug 1: C1=NC2=C(N1)C(=S)N=CN2. Drug 2: C(CCl)NC(=O)N(CCCl)N=O. Cell line: SK-MEL-28. Synergy scores: CSS=9.44, Synergy_ZIP=-2.47, Synergy_Bliss=2.44, Synergy_Loewe=-0.144, Synergy_HSA=0.830. (3) Drug 1: CC(C)CN1C=NC2=C1C3=CC=CC=C3N=C2N. Drug 2: CC1C(C(CC(O1)OC2CC(CC3=C2C(=C4C(=C3O)C(=O)C5=C(C4=O)C(=CC=C5)OC)O)(C(=O)CO)O)N)O.Cl. Cell line: SW-620. Synergy scores: CSS=34.8, Synergy_ZIP=-1.62, Synergy_Bliss=-3.08, Synergy_Loewe=-8.34, Synergy_HSA=-1.71. (4) Drug 1: CCN(CC)CCCC(C)NC1=C2C=C(C=CC2=NC3=C1C=CC(=C3)Cl)OC. Drug 2: C1CCC(C(C1)N)N.C(=O)(C(=O)[O-])[O-].[Pt+4]. Cell line: T-47D. Synergy scores: CSS=17.3, Synergy_ZIP=2.37, Synergy_Bliss=7.92, Synergy_Loewe=-6.33, Synergy_HSA=5.67.